From a dataset of Forward reaction prediction with 1.9M reactions from USPTO patents (1976-2016). Predict the product of the given reaction. (1) Given the reactants [Cl:1][C:2]1[CH:11]=[C:10]2[C:5]([C:6]([C:28]3[CH:29]=[C:30]([CH2:34][CH2:35][CH2:36][C:37]([OH:39])=[O:38])[CH:31]=[CH:32][CH:33]=3)=[C:7]([CH2:13][C:14]([NH:16][C:17]3[CH:22]=[CH:21][C:20]([F:23])=[CH:19][C:18]=3[C:24]([F:27])([F:26])[F:25])=[O:15])[C:8](=[O:12])[O:9]2)=[CH:4][C:3]=1[CH3:40].N.[Cl-].[Ca+2:43].[Cl-], predict the reaction product. The product is: [Cl:1][C:2]1[CH:11]=[C:10]2[C:5]([C:6]([C:28]3[CH:29]=[C:30]([CH2:34][CH2:35][CH2:36][C:37]([O-:39])=[O:38])[CH:31]=[CH:32][CH:33]=3)=[C:7]([CH2:13][C:14]([NH:16][C:17]3[CH:22]=[CH:21][C:20]([F:23])=[CH:19][C:18]=3[C:24]([F:25])([F:27])[F:26])=[O:15])[C:8](=[O:12])[O:9]2)=[CH:4][C:3]=1[CH3:40].[Cl:1][C:2]1[CH:11]=[C:10]2[C:5]([C:6]([C:28]3[CH:29]=[C:30]([CH2:34][CH2:35][CH2:36][C:37]([O-:39])=[O:38])[CH:31]=[CH:32][CH:33]=3)=[C:7]([CH2:13][C:14]([NH:16][C:17]3[CH:22]=[CH:21][C:20]([F:23])=[CH:19][C:18]=3[C:24]([F:25])([F:27])[F:26])=[O:15])[C:8](=[O:12])[O:9]2)=[CH:4][C:3]=1[CH3:40].[Ca+2:43]. (2) The product is: [CH:26]1([C:2]2[CH:3]=[CH:4][C:5]3[N:6]([C:8]([C:11]4[N:16]=[C:15]([NH:17][C@H:18]([C:20]5[CH:25]=[CH:24][CH:23]=[CH:22][CH:21]=5)[CH3:19])[CH:14]=[N:13][CH:12]=4)=[CH:9][N:10]=3)[CH:7]=2)[CH2:28][CH2:27]1. Given the reactants Cl[C:2]1[CH:3]=[CH:4][C:5]2[N:6]([C:8]([C:11]3[N:16]=[C:15]([NH:17][C@H:18]([C:20]4[CH:25]=[CH:24][CH:23]=[CH:22][CH:21]=4)[CH3:19])[CH:14]=[N:13][CH:12]=3)=[CH:9][N:10]=2)[CH:7]=1.[CH:26]1(B(O)O)[CH2:28][CH2:27]1.P([O-])([O-])([O-])=O.[K+].[K+].[K+].C1(P(C2CCCCC2)C2CCCCC2)CCCCC1, predict the reaction product. (3) Given the reactants [CH3:1][O:2][C:3]1[CH:4]=[C:5]([C:11]2[CH:20]=[C:19]([CH3:21])[C:14]([C:15]([O:17][CH3:18])=[O:16])=[C:13]([CH3:22])[CH:12]=2)[CH:6]=[N:7][C:8]=1[O:9][CH3:10].C([O-])([O-])=O.[K+].[K+].C1C(=O)N([Br:36])C(=O)C1.C(OOC(=O)C1C=CC=CC=1)(=O)C1C=CC=CC=1, predict the reaction product. The product is: [Br:36][CH2:21][C:19]1[CH:20]=[C:11]([C:5]2[CH:6]=[N:7][C:8]([O:9][CH3:10])=[C:3]([O:2][CH3:1])[CH:4]=2)[CH:12]=[C:13]([CH3:22])[C:14]=1[C:15]([O:17][CH3:18])=[O:16]. (4) Given the reactants [CH2:1]([Li])CCC.[Cl:6][C:7]1[CH:12]=[CH:11][N:10]=[C:9]2[CH:13]=[CH:14][S:15][C:8]=12.IC, predict the reaction product. The product is: [Cl:6][C:7]1[CH:12]=[CH:11][N:10]=[C:9]2[CH:13]=[C:14]([CH3:1])[S:15][C:8]=12. (5) The product is: [N:34]1[CH:33]=[CH:32][CH:31]=[CH:36][C:35]=1[S:37][C:9](=[O:11])[CH2:8][CH2:7][CH:1]1[CH2:2][CH2:3][CH2:4][CH2:5][CH2:6]1. Given the reactants [CH:1]1([CH2:7][CH2:8][C:9]([OH:11])=O)[CH2:6][CH2:5][CH2:4][CH2:3][CH2:2]1.C1(P(C2C=CC=CC=2)C2C=CC=CC=2)C=CC=CC=1.[CH:31]1[CH:36]=[C:35]([S:37][S:37][C:35]2[N:34]=[CH:33][CH:32]=[CH:31][CH:36]=2)[N:34]=[CH:33][CH:32]=1, predict the reaction product. (6) Given the reactants C(OC(=O)[NH:7][C:8]1[CH:13]=[CH:12][CH:11]=[C:10]([C:14]([C:17]#[N:18])([CH3:16])[CH3:15])[CH:9]=1)(C)(C)C.Cl, predict the reaction product. The product is: [NH2:7][C:8]1[CH:9]=[C:10]([C:14]([CH3:16])([CH3:15])[C:17]#[N:18])[CH:11]=[CH:12][CH:13]=1. (7) Given the reactants Br[C:2]1[CH:3]=[C:4]([C:14]([OH:16])=[O:15])[CH:5]=[N:6][C:7]=1[O:8][CH2:9][C:10]([F:13])([F:12])[F:11].[Cl:17][C:18]1[CH:23]=[CH:22][C:21](B(O)O)=[CH:20][C:19]=1[F:27].C(=O)([O-])[O-].[Na+].[Na+].Cl, predict the reaction product. The product is: [Cl:17][C:18]1[CH:23]=[CH:22][C:21]([C:2]2[CH:3]=[C:4]([C:14]([OH:16])=[O:15])[CH:5]=[N:6][C:7]=2[O:8][CH2:9][C:10]([F:13])([F:12])[F:11])=[CH:20][C:19]=1[F:27]. (8) Given the reactants Cl[CH2:2][O:3][CH2:4][CH2:5][Si:6]([CH3:9])([CH3:8])[CH3:7].[Br:10][C:11]1[C:12]([CH3:22])=[N:13][C:14]([NH:17][S:18]([CH3:21])(=[O:20])=[O:19])=[N:15][CH:16]=1.[K].O, predict the reaction product. The product is: [Br:10][C:11]1[C:12]([CH3:22])=[N:13][C:14]([N:17]([CH2:2][O:3][CH2:4][CH2:5][Si:6]([CH3:9])([CH3:8])[CH3:7])[S:18]([CH3:21])(=[O:20])=[O:19])=[N:15][CH:16]=1. (9) Given the reactants C=C[C@@H]1[C@@H]2C[C@H]([C@@H](O)C3C4C(=CC=CC=4)N=CC=3)N(CC2)C1.[Cl:23][C:24]1[CH:29]=[CH:28][C:27]([C@H:30]2[N:34]([C:35]3[CH:40]=[CH:39][C:38]([Cl:41])=[CH:37][C:36]=3[Cl:42])[N:33]=[C:32]([C:43]([OH:45])=[O:44])[C@H:31]2[CH3:46])=[CH:26][CH:25]=1, predict the reaction product. The product is: [Cl:23][C:24]1[CH:25]=[CH:26][C:27]([C@@H:30]2[N:34]([C:35]3[CH:40]=[CH:39][C:38]([Cl:41])=[CH:37][C:36]=3[Cl:42])[N:33]=[C:32]([C:43]([OH:45])=[O:44])[C@@H:31]2[CH3:46])=[CH:28][CH:29]=1. (10) Given the reactants [CH2:1]([O:3][C:4]#[CH:5])[CH3:2].C([Li])CCC.CN(P(N(C)C)(N(C)C)=O)C.[CH2:22](Br)[C:23]1[CH:28]=[CH:27][CH:26]=[CH:25][CH:24]=1, predict the reaction product. The product is: [CH2:4]([O:3][C:1]#[C:2][CH2:22][C:23]1[CH:28]=[CH:27][CH:26]=[CH:25][CH:24]=1)[CH3:5].